This data is from Forward reaction prediction with 1.9M reactions from USPTO patents (1976-2016). The task is: Predict the product of the given reaction. Given the reactants [C:1]([O:5][C:6](=[O:19])[NH:7][C@@H:8]([C@@H:16]1[CH2:18][O:17]1)[CH2:9][C:10]1[CH:15]=[CH:14][CH:13]=[CH:12][CH:11]=1)([CH3:4])([CH3:3])[CH3:2].[NH:20]1[CH2:24][CH2:23][CH2:22][CH2:21]1, predict the reaction product. The product is: [C:1]([O:5][C:6](=[O:19])[NH:7][C@H:8]([CH2:9][C:10]1[CH:15]=[CH:14][CH:13]=[CH:12][CH:11]=1)[C@@H:16]([OH:17])[CH2:18][N:20]1[CH2:24][CH2:23][CH2:22][CH2:21]1)([CH3:4])([CH3:3])[CH3:2].